The task is: Predict the reactants needed to synthesize the given product.. This data is from Retrosynthesis with 50K atom-mapped reactions and 10 reaction types from USPTO. (1) Given the product Cc1n[nH]c(N)c1-c1nc2ccc(S(=O)(=O)NCCN(C)C)cc2s1, predict the reactants needed to synthesize it. The reactants are: CN(C)CCN.Cc1n[nH]c(N)c1-c1nc2ccc(S(=O)(=O)Cl)cc2s1. (2) Given the product CCCCCCCCC(=O)Oc1ccc(-c2ccc(OCCCCCCC)cc2F)nc1, predict the reactants needed to synthesize it. The reactants are: CCCCCCCCC(=O)Cl.CCCCCCCOc1ccc(-c2ccc(O)cn2)c(F)c1. (3) The reactants are: CC(O)(c1ccc(N2CCN(S(=O)(=O)c3cccs3)C[C@@H]2CN2C3COCC2CC(=O)C3)cc1)C(F)(F)F. Given the product CC(O)(c1ccc(N2CCN(S(=O)(=O)c3cccs3)C[C@@H]2CN2C3COCC2CC(O)C3)cc1)C(F)(F)F, predict the reactants needed to synthesize it. (4) Given the product CC(=O)O[C@H]1CC[C@@]2(C)C(=CC(=NO)[C@H]3[C@@H]4CC[C@H](OC(C)=O)[C@@]4(C)CC[C@@H]32)C1, predict the reactants needed to synthesize it. The reactants are: CC(=O)O[C@H]1CC[C@@]2(C)C(=CC(=O)[C@H]3[C@@H]4CC[C@H](OC(C)=O)[C@@]4(C)CC[C@@H]32)C1.NO. (5) Given the product CCOC(=O)C1CCCN(C(=O)COc2ccc(-c3ccc(C#N)cc3)cc2)C1, predict the reactants needed to synthesize it. The reactants are: CCOC(=O)C1CCCNC1.N#Cc1ccc(-c2ccc(OCC(=O)O)cc2)cc1. (6) Given the product CC(C)(C)OC(=O)N1CCN(CCCN2C(=O)c3ccccc3C2=O)CC1, predict the reactants needed to synthesize it. The reactants are: CC(C)(C)OC(=O)N1CCNCC1.O=C1c2ccccc2C(=O)N1CCCBr. (7) Given the product CN(O)CCc1ccc2c(c1)C(=O)c1ccccc1CO2, predict the reactants needed to synthesize it. The reactants are: CNO.CS(=O)(=O)OCCc1ccc2c(c1)C(=O)c1ccccc1CO2. (8) The reactants are: Cc1onc(-c2ccccc2)c1-c1cn2ccc(C(=O)O)cc2n1.NC1CCC1. Given the product Cc1onc(-c2ccccc2)c1-c1cn2ccc(C(=O)NC3CCC3)cc2n1, predict the reactants needed to synthesize it. (9) The reactants are: COC(=O)CCC(C(N)=O)N1Cc2c(OCc3ccc(S(=O)(=O)N4CCOCC4)cc3)cccc2C1=O. Given the product O=C1CCC(N2Cc3c(OCc4ccc(S(=O)(=O)N5CCOCC5)cc4)cccc3C2=O)C(=O)N1, predict the reactants needed to synthesize it.